This data is from Catalyst prediction with 721,799 reactions and 888 catalyst types from USPTO. The task is: Predict which catalyst facilitates the given reaction. (1) Reactant: C([O:8][C:9]1[C:14]([N:15]2[CH2:20][CH2:19][N:18](C(OCC3C=CC=CC=3)=O)[CH2:17][CH2:16]2)=[CH:13][CH:12]=[CH:11][N:10]=1)C1C=CC=CC=1. Product: [N:15]1([C:14]2[C:9](=[O:8])[NH:10][CH:11]=[CH:12][CH:13]=2)[CH2:16][CH2:17][NH:18][CH2:19][CH2:20]1. The catalyst class is: 43. (2) Reactant: [CH2:1]([O:3][C@H:4]([C:10]1[CH:15]=[CH:14][C:13]([OH:16])=[CH:12][CH:11]=1)[CH2:5][C:6]([O:8][CH3:9])=[O:7])[CH3:2].[CH3:17][O:18][C:19]1[CH:27]=[CH:26][CH:25]=[C:24]2[C:20]=1[CH2:21][CH2:22][CH:23]2O.C1(P(C2C=CC=CC=2)C2C=CC=CC=2)C=CC=CC=1.C1(C)C=CC=CC=1.N(C(OCC)=O)=NC(OCC)=O. Product: [CH2:1]([O:3][C@H:4]([C:10]1[CH:15]=[CH:14][C:13]([O:16][CH:23]2[C:24]3[C:20](=[C:19]([O:18][CH3:17])[CH:27]=[CH:26][CH:25]=3)[CH2:21][CH2:22]2)=[CH:12][CH:11]=1)[CH2:5][C:6]([O:8][CH3:9])=[O:7])[CH3:2]. The catalyst class is: 7.